From a dataset of Microsomal clearance measurements from AstraZeneca. Regression/Classification. Given a drug SMILES string, predict its absorption, distribution, metabolism, or excretion properties. Task type varies by dataset: regression for continuous measurements (e.g., permeability, clearance, half-life) or binary classification for categorical outcomes (e.g., BBB penetration, CYP inhibition). For this dataset (clearance_microsome_az), we predict log10(clearance) (log10 of the in vitro intrinsic clearance, CLint, in uL/min per mg of human liver microsomal protein, equivalently mL/min/g; values are censored to the assay range of 3 to 150, which is 0.477 to 2.18 on this log10 scale). (1) The compound is CCO/N=C/c1ccc(OCCC2CCN(c3ccc(C)nn3)CC2)cc1. The log10(clearance) is 1.18. (2) The molecule is O=C(CCCN1CCC(O)(c2ccc(Cl)cc2)CC1)c1ccc(F)cc1. The log10(clearance) is 0.900. (3) The drug is CNC(=O)c1cnn(-c2ccccc2)c1NS(=O)(=O)c1ccc(C)cc1. The log10(clearance) is 1.15. (4) The drug is CC(C)(O)c1ccccc1CC[C@@H](SCC1(CC(=O)O)CC1)c1cccc(/C=C/c2ccc3ccc(Cl)cc3n2)c1. The log10(clearance) is 1.48. (5) The drug is CS(=O)(=O)c1ccc(-c2cnc(N)c(-c3ccc(C(F)(F)F)nc3)c2)cc1. The log10(clearance) is 0.790.